This data is from Full USPTO retrosynthesis dataset with 1.9M reactions from patents (1976-2016). The task is: Predict the reactants needed to synthesize the given product. (1) Given the product [CH3:14][O:13][C:6]1[CH:5]=[C:4]([OH:3])[CH:9]=[C:8]([O:10][CH3:11])[C:7]=1[CH3:12], predict the reactants needed to synthesize it. The reactants are: C([O:3][C:4]1[CH:9]=[C:8]([O:10][CH3:11])[C:7]([CH3:12])=[C:6]([O:13][CH3:14])[CH:5]=1)=O.C([O-])([O-])=O.[K+].[K+].Cl. (2) Given the product [CH:1]1([CH2:6][C@@H:7]2[CH2:10][N:9]([O:11][CH:12]3[CH2:13][CH2:14][CH2:15][CH2:16][O:20]3)[C:8]2=[O:19])[CH2:5][CH2:4][CH2:3][CH2:2]1, predict the reactants needed to synthesize it. The reactants are: [CH:1]1([CH2:6][C@@H:7]2[CH2:10][N:9]([O:11][CH2:12][C:13]3C=C[CH:16]=[CH:15][CH:14]=3)[C:8]2=[O:19])[CH2:5][CH2:4][CH2:3][CH2:2]1.[O:20]1C=CCCC1.C1(C)C=CC(S([O-])(=O)=O)=CC=1.[NH+]1C=CC=CC=1. (3) Given the product [N:15]1([C:1]([C:4]2[CH:5]=[CH:6][C:7]([O:13][CH3:14])=[C:8]([B:10]([OH:12])[OH:11])[CH:9]=2)=[O:3])[CH2:20][CH2:19][O:18][CH2:17][CH2:16]1, predict the reactants needed to synthesize it. The reactants are: [C:1]([C:4]1[CH:5]=[CH:6][C:7]([O:13][CH3:14])=[C:8]([B:10]([OH:12])[OH:11])[CH:9]=1)([OH:3])=O.[NH:15]1[CH2:20][CH2:19][O:18][CH2:17][CH2:16]1. (4) The reactants are: [CH2:1]([NH2:8])[C:2]1[CH:7]=[CH:6][CH:5]=[CH:4][CH:3]=1.CCN(CC)CC.[CH3:16][S:17](Cl)(=[O:19])=[O:18]. Given the product [CH2:1]([NH:8][S:17]([CH3:16])(=[O:19])=[O:18])[C:2]1[CH:7]=[CH:6][CH:5]=[CH:4][CH:3]=1, predict the reactants needed to synthesize it. (5) Given the product [C:36]([C:40]1[CH:41]=[C:42]2[C:47](=[C:48]([F:50])[CH:49]=1)[C:46](=[O:51])[N:45]([C:52]1[N:59]=[CH:58][CH:57]=[C:56]([C:6]3[CH:5]=[C:4]([NH:17][C:18]4[CH:23]=[CH:22][C:21]([N:24]5[CH2:29][CH2:28][N:27]([CH:30]6[CH2:33][O:32][CH2:31]6)[CH2:26][C@H:25]5[CH3:34])=[CH:20][N:19]=4)[C:3](=[O:35])[N:2]([CH3:1])[CH:7]=3)[C:53]=1[CH:54]=[O:55])[N:44]=[CH:43]2)([CH3:39])([CH3:37])[CH3:38], predict the reactants needed to synthesize it. The reactants are: [CH3:1][N:2]1[CH:7]=[C:6](B2OC(C)(C)C(C)(C)O2)[CH:5]=[C:4]([NH:17][C:18]2[CH:23]=[CH:22][C:21]([N:24]3[CH2:29][CH2:28][N:27]([CH:30]4[CH2:33][O:32][CH2:31]4)[CH2:26][C@H:25]3[CH3:34])=[CH:20][N:19]=2)[C:3]1=[O:35].[C:36]([C:40]1[CH:41]=[C:42]2[C:47](=[C:48]([F:50])[CH:49]=1)[C:46](=[O:51])[N:45]([C:52]1[N:59]=[CH:58][CH:57]=[C:56](Cl)[C:53]=1[CH:54]=[O:55])[N:44]=[CH:43]2)([CH3:39])([CH3:38])[CH3:37].CC([O-])=O.[Na+].[O-]P([O-])([O-])=O.[K+].[K+].[K+]. (6) The reactants are: [CH2:1]([O:8][N:9]1[C:15](=[O:16])[N:14]2[CH2:17][C@H:10]1[CH2:11][CH2:12][C@H:13]2[C:18]1[O:19]C(C2CCNCC2)=N[N:22]=1)[C:2]1[CH:7]=[CH:6][CH:5]=[CH:4][CH:3]=1.CC[N:31]=[C:32]=[N:33]CCCN(C)C.C1C=CC2N(O)N=NC=2C=1.ONC(N)=N. Given the product [NH2:33][C:32]1[N:22]=[C:18]([C@@H:13]2[CH2:12][CH2:11][C@@H:10]3[CH2:17][N:14]2[C:15](=[O:16])[N:9]3[O:8][CH2:1][C:2]2[CH:3]=[CH:4][CH:5]=[CH:6][CH:7]=2)[O:19][N:31]=1, predict the reactants needed to synthesize it.